This data is from Peptide-MHC class II binding affinity with 134,281 pairs from IEDB. The task is: Regression. Given a peptide amino acid sequence and an MHC pseudo amino acid sequence, predict their binding affinity value. This is MHC class II binding data. The MHC is HLA-DPA10103-DPB10301 with pseudo-sequence HLA-DPA10103-DPB10301. The binding affinity (normalized) is 0.829. The peptide sequence is AFKVAATAANAAPWN.